From a dataset of Full USPTO retrosynthesis dataset with 1.9M reactions from patents (1976-2016). Predict the reactants needed to synthesize the given product. (1) Given the product [CH2:8]([O:10][C:11]([C:13]1[NH:14][CH:15]=[C:16]([CH2:18][CH2:19][C:20]2[CH:21]=[CH:22][C:23]([Cl:26])=[CH:24][CH:25]=2)[CH:17]=1)=[O:12])[CH3:9], predict the reactants needed to synthesize it. The reactants are: C([SiH](CC)CC)C.[CH2:8]([O:10][C:11]([C:13]1[NH:14][CH:15]=[C:16]([C:18](=O)[CH2:19][C:20]2[CH:25]=[CH:24][C:23]([Cl:26])=[CH:22][CH:21]=2)[CH:17]=1)=[O:12])[CH3:9]. (2) Given the product [F:1][C:2]1[C:3]([N:9]2[CH:13]=[CH:12][C:11]([NH:14][C:15](=[O:26])[C:16]3[CH:21]=[CH:20][CH:19]=[CH:18][C:17]=3[C:22]([F:25])([F:23])[F:24])=[N:10]2)=[N+:4]([O-:31])[CH:5]=[C:6]([F:8])[CH:7]=1, predict the reactants needed to synthesize it. The reactants are: [F:1][C:2]1[C:3]([N:9]2[CH:13]=[CH:12][C:11]([NH:14][C:15](=[O:26])[C:16]3[CH:21]=[CH:20][CH:19]=[CH:18][C:17]=3[C:22]([F:25])([F:24])[F:23])=[N:10]2)=[N:4][CH:5]=[C:6]([F:8])[CH:7]=1.OO.NC(N)=[O:31].FC(F)(F)C(OC(=O)C(F)(F)F)=O.S([O-])([O-])=O.[Na+].[Na+]. (3) Given the product [CH3:37][C@@H:42]1[CH2:41][CH2:40][CH2:39][N:52]1[CH2:51][CH2:49][C:47]1[O:1][C:2]2[CH:7]=[CH:6][C:5]([C:8]3[CH:9]=[C:10]([C:14](=[O:16])[CH3:15])[CH:11]=[CH:12][CH:13]=3)=[CH:4][C:3]=2[CH:48]=1, predict the reactants needed to synthesize it. The reactants are: [OH:1][C:2]1[CH:7]=[CH:6][C:5]([C:8]2[CH:13]=[CH:12][CH:11]=[C:10]([C:14](=[O:16])[CH3:15])[CH:9]=2)=[CH:4][C:3]=1I.C1(P([CH:37]2[CH2:42][CH2:41][CH2:40][CH2:39]C2)[CH:41]2[CH2:42][CH2:37]C[CH2:39][CH2:40]2)C(C2C=CC=CC=2)=CC=CC=1.C(N[CH:47]([CH3:49])[CH3:48])(C)C.C[C:51]#[N:52]. (4) Given the product [Cl:34][CH2:32][C:23]1[CH:22]=[C:21]([C:11]2[CH:5]=[CH:4][CH:3]=[C:2]([Cl:1])[CH:16]=2)[C:26]([O:27][CH2:28][CH:29]([F:31])[F:30])=[N:25][CH:24]=1, predict the reactants needed to synthesize it. The reactants are: [Cl:1][CH2:2][C:3]1[CH:4]=[C:5]([C:11]2[CH:16]=CN=C(OCC)C=2)C(OC)=NC=1.Br[C:21]1[CH:22]=[C:23]([CH2:32]O)[CH:24]=[N:25][C:26]=1[O:27][CH2:28][CH:29]([F:31])[F:30].[Cl:34]C1C=CC=CC=1B(O)O. (5) The reactants are: [C:1]([C:5]1[CH:37]=[CH:36][C:8]([CH2:9][N:10]2[C:14](=[O:15])[N:13]([CH2:16][CH3:17])[C:12]([CH2:18][CH2:19][CH2:20][C:21]3[CH:26]=[CH:25][CH:24]=[C:23](B4OC(C)(C)C(C)(C)O4)[CH:22]=3)=[N:11]2)=[CH:7][CH:6]=1)([CH3:4])([CH3:3])[CH3:2].Br[C:39]1[CH:40]=[CH:41][C:42]([O:50][CH3:51])=[C:43]([CH2:45][CH2:46][C:47]([OH:49])=[O:48])[CH:44]=1.[O-]P([O-])([O-])=O.[K+].[K+].[K+].C1(P(C2CCCCC2)C2C=CC=CC=2C2C(OC)=CC=CC=2OC)CCCCC1. Given the product [C:1]([C:5]1[CH:6]=[CH:7][C:8]([CH2:9][N:10]2[C:14](=[O:15])[N:13]([CH2:16][CH3:17])[C:12]([CH2:18][CH2:19][CH2:20][C:21]3[CH:22]=[C:23]([C:39]4[CH:40]=[CH:41][C:42]([O:50][CH3:51])=[C:43]([CH2:45][CH2:46][C:47]([OH:49])=[O:48])[CH:44]=4)[CH:24]=[CH:25][CH:26]=3)=[N:11]2)=[CH:36][CH:37]=1)([CH3:3])([CH3:4])[CH3:2], predict the reactants needed to synthesize it.